From a dataset of Full USPTO retrosynthesis dataset with 1.9M reactions from patents (1976-2016). Predict the reactants needed to synthesize the given product. The reactants are: [NH2:1][C:2]1[C:7]([NH:8][C:9]([O:11][CH2:12][CH3:13])=[O:10])=[CH:6][CH:5]=[C:4]([NH:14][CH2:15][C:16]2[CH:21]=[CH:20][C:19]([F:22])=[CH:18][CH:17]=2)[N:3]=1.[C:23]([OH:27])(=[O:26])[CH2:24][CH3:25]. Given the product [CH3:13][CH2:12][O:11][C:9]([NH:8][C:7]1[CH:6]=[CH:5][C:4]([NH:14][CH2:15][C:16]2[CH:21]=[CH:20][C:19]([F:22])=[CH:18][CH:17]=2)=[N:3][C:2]=1[NH2:1])=[O:10].[C:23]([O-:27])(=[O:26])[CH2:24][CH3:25], predict the reactants needed to synthesize it.